From a dataset of Forward reaction prediction with 1.9M reactions from USPTO patents (1976-2016). Predict the product of the given reaction. (1) Given the reactants ClC1C=C(F)C=CC=1CNC(=O)CC1C(C)=NN(C2C=CC(F)=CC=2)C=1C.[CH3:28][C:29]1[C:33]([CH2:34][C:35]([OH:37])=O)=[C:32]([CH3:38])[N:31]([C:39]2[N:44]=[CH:43][CH:42]=[CH:41][N:40]=2)[N:30]=1.[F:45][C:46]1[C:51]([F:52])=[C:50]([F:53])[CH:49]=[CH:48][C:47]=1[CH2:54][NH2:55], predict the reaction product. The product is: [CH3:28][C:29]1[C:33]([CH2:34][C:35]([NH:55][CH2:54][C:47]2[CH:48]=[CH:49][C:50]([F:53])=[C:51]([F:52])[C:46]=2[F:45])=[O:37])=[C:32]([CH3:38])[N:31]([C:39]2[N:44]=[CH:43][CH:42]=[CH:41][N:40]=2)[N:30]=1. (2) Given the reactants [NH2:1][C:2]1[CH:3]=[C:4]2[C:20](=[O:21])[NH:19][N:18]=[CH:17][C:6]3=[C:7]([C:11]4[CH:16]=[CH:15][CH:14]=[CH:13][CH:12]=4)[NH:8][C:9]([CH:10]=1)=[C:5]23.[F:22][C:23]1[C:31]([C:32]([F:35])([F:34])[F:33])=[CH:30][CH:29]=[CH:28][C:24]=1[C:25](O)=[O:26].C(N(CC)CC)C.F[P-](F)(F)(F)(F)F.N1(OC(N(C)C)=[N+](C)C)C2N=CC=CC=2N=N1, predict the reaction product. The product is: [F:22][C:23]1[C:31]([C:32]([F:33])([F:34])[F:35])=[CH:30][CH:29]=[CH:28][C:24]=1[C:25]([NH:1][C:2]1[CH:3]=[C:4]2[C:20](=[O:21])[NH:19][N:18]=[CH:17][C:6]3=[C:7]([C:11]4[CH:12]=[CH:13][CH:14]=[CH:15][CH:16]=4)[NH:8][C:9]([CH:10]=1)=[C:5]23)=[O:26].